Dataset: Forward reaction prediction with 1.9M reactions from USPTO patents (1976-2016). Task: Predict the product of the given reaction. Given the reactants Br[C:2]1[CH:15]=[C:14]2[C:5]([O:6][CH2:7][CH2:8][N:9]3[C:13]2=[N:12][C:11]([C:16]2[N:20]([CH:21]([CH3:23])[CH3:22])[N:19]=[C:18]([CH3:24])[N:17]=2)=[CH:10]3)=[CH:4][C:3]=1[O:25][CH3:26].C([Sn](CCCC)(CCCC)[C:32]([O:34][CH2:35][CH3:36])=[CH2:33])CCC.[Li+].[Cl-].[F-].[K+], predict the reaction product. The product is: [CH2:35]([O:34][C:32]([C:2]1[CH:15]=[C:14]2[C:5]([O:6][CH2:7][CH2:8][N:9]3[C:13]2=[N:12][C:11]([C:16]2[N:20]([CH:21]([CH3:23])[CH3:22])[N:19]=[C:18]([CH3:24])[N:17]=2)=[CH:10]3)=[CH:4][C:3]=1[O:25][CH3:26])=[CH2:33])[CH3:36].